From a dataset of Forward reaction prediction with 1.9M reactions from USPTO patents (1976-2016). Predict the product of the given reaction. (1) Given the reactants [C:1]([NH:5][CH:6]1[CH2:11][C:10]2[CH:12]=[CH:13][CH:14]=[C:15]([C:16]([OH:18])=[O:17])[C:9]=2[O:8][B:7]1[OH:19])(=[O:4])[CH2:2][CH3:3].[CH2:20](O)[CH2:21][CH3:22], predict the reaction product. The product is: [CH2:20]([O:17][C:16]([C:15]1[C:9]2[O:8][B:7]([OH:19])[C@@H:6]([NH:5][C:1](=[O:4])[CH2:2][CH3:3])[CH2:11][C:10]=2[CH:12]=[CH:13][CH:14]=1)=[O:18])[CH2:21][CH3:22]. (2) The product is: [OH:8][CH2:9][CH2:10][O:11][CH2:12][C:13]([O:15][C:16]([CH3:19])([CH3:18])[CH3:17])=[O:14]. Given the reactants C([O:8][CH2:9][CH2:10][O:11][CH2:12][C:13]([O:15][C:16]([CH3:19])([CH3:18])[CH3:17])=[O:14])C1C=CC=CC=1, predict the reaction product.